The task is: Predict which catalyst facilitates the given reaction.. This data is from Catalyst prediction with 721,799 reactions and 888 catalyst types from USPTO. Reactant: C([NH:5][S:6]([C:9]1[CH:14]=[CH:13][CH:12]=[CH:11][C:10]=1[O:15][CH:16]([CH3:21])[C:17]([F:20])([F:19])[F:18])(=[O:8])=[O:7])(C)(C)C.FC(F)(F)C(O)=O. Product: [F:20][C:17]([F:18])([F:19])[CH:16]([CH3:21])[O:15][C:10]1[CH:11]=[CH:12][CH:13]=[CH:14][C:9]=1[S:6]([NH2:5])(=[O:7])=[O:8]. The catalyst class is: 13.